This data is from Full USPTO retrosynthesis dataset with 1.9M reactions from patents (1976-2016). The task is: Predict the reactants needed to synthesize the given product. (1) Given the product [C:15]([C:4]1[CH:3]=[C:2]([NH2:1])[N:6]([C:7]2[CH:8]=[C:9]([O:14][Si:29]([CH:33]([CH3:35])[CH3:34])([CH:30]([CH3:32])[CH3:31])[CH:26]([CH3:28])[CH3:27])[CH:10]=[C:11]([CH3:13])[CH:12]=2)[N:5]=1)([CH3:18])([CH3:17])[CH3:16], predict the reactants needed to synthesize it. The reactants are: [NH2:1][C:2]1[N:6]([C:7]2[CH:8]=[C:9]([OH:14])[CH:10]=[C:11]([CH3:13])[CH:12]=2)[N:5]=[C:4]([C:15]([CH3:18])([CH3:17])[CH3:16])[CH:3]=1.C(N(CC)CC)C.[CH:26]([Si:29](OS(C(F)(F)F)(=O)=O)([CH:33]([CH3:35])[CH3:34])[CH:30]([CH3:32])[CH3:31])([CH3:28])[CH3:27]. (2) The reactants are: Cl.O1CCOCC1.[CH:8]1[C:17]2[C:12](=[CH:13][CH:14]=[CH:15][CH:16]=2)[CH:11]=[C:10]([C:18]2[NH:22][C:21]3[CH:23]=[CH:24][C:25]([C:27](O)=[O:28])=[CH:26][C:20]=3[N:19]=2)[N:9]=1.CN(C(ON1N=NC2C=CC=CC1=2)=[N+](C)C)C.F[P-](F)(F)(F)(F)F.[NH2:54][CH:55]([CH:65]1[CH2:67][CH2:66]1)[CH2:56][C:57]([NH:59][C:60]1[NH:61][CH:62]=[CH:63][N:64]=1)=[O:58]. Given the product [CH:65]1([CH:55]([NH:54][C:27]([C:25]2[CH:24]=[CH:23][C:21]3[NH:22][C:18]([C:10]4[N:9]=[CH:8][C:17]5[C:12]([CH:11]=4)=[CH:13][CH:14]=[CH:15][CH:16]=5)=[N:19][C:20]=3[CH:26]=2)=[O:28])[CH2:56][C:57](=[O:58])[NH:59][C:60]2[NH:61][CH:62]=[CH:63][N:64]=2)[CH2:67][CH2:66]1, predict the reactants needed to synthesize it. (3) Given the product [Cl:1][C:2]1[CH:3]=[CH:4][C:5]([O:26][CH2:28][CH3:29])=[C:6]([C:8]2[C:12]([NH:13][C:14]([C:16]3[CH:17]=[N:18][N:19]4[CH:24]=[CH:23][CH:22]=[N:21][C:20]=34)=[O:15])=[CH:11][N:10]([CH3:25])[N:9]=2)[CH:7]=1, predict the reactants needed to synthesize it. The reactants are: [Cl:1][C:2]1[CH:3]=[CH:4][C:5]([OH:26])=[C:6]([C:8]2[C:12]([NH:13][C:14]([C:16]3[CH:17]=[N:18][N:19]4[CH:24]=[CH:23][CH:22]=[N:21][C:20]=34)=[O:15])=[CH:11][N:10]([CH3:25])[N:9]=2)[CH:7]=1.I[CH2:28][CH3:29].C(=O)([O-])[O-].[K+].[K+]. (4) Given the product [C:17]([C:9]1([C:11]2[CH:12]=[CH:13][CH:14]=[CH:15][CH:16]=2)[CH2:8][CH2:7][C:6](=[O:19])[CH2:5][CH2:10]1)#[N:18], predict the reactants needed to synthesize it. The reactants are: COC([CH:5]1[CH2:10][C:9]([C:17]#[N:18])([C:11]2[CH:16]=[CH:15][CH:14]=[CH:13][CH:12]=2)[CH2:8][CH2:7][C:6]1=[O:19])=O.C(O)(=O)C.O. (5) Given the product [OH:18][C@H:19]1[CH2:24][CH2:23][C@@:22]([C@H:26]2[CH2:34][CH2:33][C@@:32]3([CH3:35])[C@@H:28]([CH2:29][CH2:30][C:31]3=[CH2:36])[C@@H:27]2[OH:37])([CH3:25])[C@@H:21]([CH2:38][CH2:39][O:40][C:41]2[CH:46]=[CH:45][CH:44]=[CH:43][N:42]=2)[CH2:20]1, predict the reactants needed to synthesize it. The reactants are: [Si]([O:18][C@H:19]1[CH2:24][CH2:23][C@@:22]([C@H:26]2[CH2:34][CH2:33][C@@:32]3([CH3:35])[C@@H:28]([CH2:29][CH2:30][C:31]3=[CH2:36])[C@@H:27]2[OH:37])([CH3:25])[C@@H:21]([CH2:38][CH2:39][O:40][C:41]2[CH:46]=[CH:45][CH:44]=[CH:43][N:42]=2)[CH2:20]1)(C(C)(C)C)(C1C=CC=CC=1)C1C=CC=CC=1.CCCC[N+](CCCC)(CCCC)CCCC.[F-].